This data is from NCI-60 drug combinations with 297,098 pairs across 59 cell lines. The task is: Regression. Given two drug SMILES strings and cell line genomic features, predict the synergy score measuring deviation from expected non-interaction effect. (1) Drug 1: C1=CC(=CC=C1C#N)C(C2=CC=C(C=C2)C#N)N3C=NC=N3. Drug 2: CCC(=C(C1=CC=CC=C1)C2=CC=C(C=C2)OCCN(C)C)C3=CC=CC=C3.C(C(=O)O)C(CC(=O)O)(C(=O)O)O. Cell line: HOP-62. Synergy scores: CSS=14.2, Synergy_ZIP=0.757, Synergy_Bliss=-2.01, Synergy_Loewe=1.08, Synergy_HSA=-7.85. (2) Drug 1: C1=CC(=CC=C1CC(C(=O)O)N)N(CCCl)CCCl.Cl. Synergy scores: CSS=17.8, Synergy_ZIP=-0.609, Synergy_Bliss=8.18, Synergy_Loewe=1.91, Synergy_HSA=5.35. Cell line: OVCAR-8. Drug 2: CC1=C(C=C(C=C1)NC(=O)C2=CC=C(C=C2)CN3CCN(CC3)C)NC4=NC=CC(=N4)C5=CN=CC=C5.